Predict the reactants needed to synthesize the given product. From a dataset of Full USPTO retrosynthesis dataset with 1.9M reactions from patents (1976-2016). (1) Given the product [CH2:42]([O:41][C:39](=[O:40])[CH:38]=[CH:16][CH2:15][CH2:14][C@H:4]1[CH2:3][C:2]([F:18])([F:1])[CH2:6][N:5]1[C:7]([O:9][C:10]([CH3:13])([CH3:12])[CH3:11])=[O:8])[CH3:43], predict the reactants needed to synthesize it. The reactants are: [F:1][C:2]1([F:18])[CH2:6][N:5]([C:7]([O:9][C:10]([CH3:13])([CH3:12])[CH3:11])=[O:8])[C@@H:4]([CH2:14][CH2:15][CH:16]=O)[CH2:3]1.C1(P(=[CH:38][C:39]([O:41][CH2:42][CH3:43])=[O:40])(C2C=CC=CC=2)C2C=CC=CC=2)C=CC=CC=1. (2) Given the product [ClH:1].[N:2]12[CH2:9][CH2:8][CH:5]([CH2:6][CH2:7]1)[C@@H:4]([NH:10][C:11]([C:13]1[S:14][C:15]3[C:21]([C:28]4[CH:29]=[CH:30][C:25]([CH2:24][OH:23])=[CH:26][CH:27]=4)=[CH:20][CH:19]=[CH:18][C:16]=3[CH:17]=1)=[O:12])[CH2:3]2, predict the reactants needed to synthesize it. The reactants are: [ClH:1].[N:2]12[CH2:9][CH2:8][CH:5]([CH2:6][CH2:7]1)[C@@H:4]([NH:10][C:11]([C:13]1[S:14][C:15]3[C:21](Br)=[CH:20][CH:19]=[CH:18][C:16]=3[CH:17]=1)=[O:12])[CH2:3]2.[OH:23][CH2:24][C:25]1[CH:30]=[CH:29][C:28](B(O)O)=[CH:27][CH:26]=1.C(=O)([O-])[O-].[Na+].[Na+]. (3) Given the product [C:1]1([C:11]2[CH:16]=[CH:15][C:14]([C:28]3[C:27]4[C:36]5=[C:35]6[C:24](=[CH:25][CH:26]=4)[CH:23]=[CH:22][CH:21]=[C:34]6[CH:33]=[CH:32][C:31]5=[CH:30][CH:29]=3)=[CH:13][CH:12]=2)[C:10]2[C:5](=[CH:6][CH:7]=[CH:8][CH:9]=2)[CH:4]=[CH:3][CH:2]=1, predict the reactants needed to synthesize it. The reactants are: [C:1]1([C:11]2[CH:16]=[CH:15][C:14](B(O)O)=[CH:13][CH:12]=2)[C:10]2[C:5](=[CH:6][CH:7]=[CH:8][CH:9]=2)[CH:4]=[CH:3][CH:2]=1.Br[C:21]1[C:34]2[C:35]3=[C:36]4[C:31](=[CH:32][CH:33]=2)[CH:30]=[CH:29][CH:28]=[C:27]4[CH:26]=[CH:25][C:24]3=[CH:23][CH:22]=1.C(=O)([O-])[O-].[Na+].[Na+].